From a dataset of TCR-epitope binding with 47,182 pairs between 192 epitopes and 23,139 TCRs. Binary Classification. Given a T-cell receptor sequence (or CDR3 region) and an epitope sequence, predict whether binding occurs between them. (1) The epitope is FADDLNQLTGY. Result: 0 (the TCR does not bind to the epitope). The TCR CDR3 sequence is CSVPGTSVTGETQYF. (2) The epitope is SLFNTVATLY. The TCR CDR3 sequence is CASKSERGTYEQYF. Result: 1 (the TCR binds to the epitope). (3) The epitope is QYDPVAALF. The TCR CDR3 sequence is CASTPWVAGGGELFF. Result: 0 (the TCR does not bind to the epitope).